Dataset: Forward reaction prediction with 1.9M reactions from USPTO patents (1976-2016). Task: Predict the product of the given reaction. (1) Given the reactants [CH2:1]([O:3][C:4]([N:6]([CH2:14][C:15]([OH:17])=O)[CH2:7][CH2:8][C:9]1[S:10][CH:11]=[CH:12][CH:13]=1)=[O:5])[CH3:2].CN(C=O)C.C(Cl)(=O)C(Cl)=O.[Al+3].[Cl-].[Cl-].[Cl-], predict the reaction product. The product is: [CH2:1]([O:3][C:4]([N:6]1[CH2:14][C:15](=[O:17])[C:13]2[CH:12]=[CH:11][S:10][C:9]=2[CH2:8][CH2:7]1)=[O:5])[CH3:2]. (2) Given the reactants [C:1]([CH2:3][CH:4]([N:8]1[CH:12]=[C:11]([C:13]2[C:18]([O:19][CH3:20])=[CH:17][N:16]=[C:15]([NH:21][C:22]3[CH:23]=[C:24]([CH:28]=[CH:29][CH:30]=3)[C:25]([OH:27])=O)[N:14]=2)[CH:10]=[N:9]1)[CH:5]1[CH2:7][CH2:6]1)#[N:2].[O:31]1[CH2:36][CH2:35][CH:34]([NH2:37])[CH2:33][CH2:32]1.F[P-](F)(F)(F)(F)F.N1(O[P+](N(C)C)(N(C)C)N(C)C)C2C=CC=CC=2N=N1.CN(C)C=O.C(N(CC)C(C)C)(C)C, predict the reaction product. The product is: [C:1]([CH2:3][CH:4]([N:8]1[CH:12]=[C:11]([C:13]2[C:18]([O:19][CH3:20])=[CH:17][N:16]=[C:15]([NH:21][C:22]3[CH:23]=[C:24]([CH:28]=[CH:29][CH:30]=3)[C:25]([NH:37][CH:34]3[CH2:35][CH2:36][O:31][CH2:32][CH2:33]3)=[O:27])[N:14]=2)[CH:10]=[N:9]1)[CH:5]1[CH2:7][CH2:6]1)#[N:2]. (3) Given the reactants [CH:1]([C:3]1[CH:4]=[CH:5][C:6]([OH:12])=[C:7]([CH:11]=1)[C:8]([OH:10])=[O:9])=[O:2].OS(O)(=O)=O.[CH3:18]COC(C)=O.C([O-])(O)=O.[Na+], predict the reaction product. The product is: [CH:1]([C:3]1[CH:4]=[CH:5][C:6]([OH:12])=[C:7]([CH:11]=1)[C:8]([O:10][CH3:18])=[O:9])=[O:2]. (4) Given the reactants [CH2:1]([O:8][C:9](=[O:26])[C@@H:10]([NH2:25])[CH2:11][C:12]1[CH:17]=[CH:16][C:15]([C:18]2[CH:23]=[CH:22][CH:21]=[C:20]([Cl:24])[CH:19]=2)=[CH:14][CH:13]=1)[C:2]1[CH:7]=[CH:6][CH:5]=[CH:4][CH:3]=1.C(N(CC)CC)C.FC(F)(F)S(O[C@H:40]([CH3:46])[C:41]([O:43][CH2:44][CH3:45])=[O:42])(=O)=O, predict the reaction product. The product is: [CH2:1]([O:8][C:9](=[O:26])[C@@H:10]([NH:25][C@H:40]([C:41]([O:43][CH2:44][CH3:45])=[O:42])[CH3:46])[CH2:11][C:12]1[CH:17]=[CH:16][C:15]([C:18]2[CH:23]=[CH:22][CH:21]=[C:20]([Cl:24])[CH:19]=2)=[CH:14][CH:13]=1)[C:2]1[CH:3]=[CH:4][CH:5]=[CH:6][CH:7]=1. (5) Given the reactants [C:1]([CH2:3][C:4](=O)[CH:5]([CH2:8][CH3:9])[CH2:6][CH3:7])#[N:2].[C:11]([O-])(=O)C.[NH4+:15].C(O)(=O)C, predict the reaction product. The product is: [NH2:15][C:4]([CH:5]([CH2:8][CH3:9])[CH2:6][CH3:7])=[C:3]([C:1]#[N:2])[CH3:11]. (6) Given the reactants Br[C:2]1[CH:27]=[CH:26][C:5]([CH2:6][NH:7][C:8]2[N:25]=[C:11]3[CH:12]=[CH:13][C:14]([S:16]([C:19]4[CH:24]=[CH:23][CH:22]=[CH:21][CH:20]=4)(=[O:18])=[O:17])=[CH:15][N:10]3[N:9]=2)=[CH:4][CH:3]=1.C([Sn](CCCC)(CCCC)[C:33]1[CH:38]=[CH:37][CH:36]=[CH:35][N:34]=1)CCC, predict the reaction product. The product is: [C:19]1([S:16]([C:14]2[CH:13]=[CH:12][C:11]3[N:10]([N:9]=[C:8]([NH:7][CH2:6][C:5]4[CH:26]=[CH:27][C:2]([C:33]5[CH:38]=[CH:37][CH:36]=[CH:35][N:34]=5)=[CH:3][CH:4]=4)[N:25]=3)[CH:15]=2)(=[O:18])=[O:17])[CH:24]=[CH:23][CH:22]=[CH:21][CH:20]=1. (7) Given the reactants [Cl:1][C:2]1[N:7]=[C:6](Cl)[C:5]([N+:9]([O-:11])=[O:10])=[CH:4][N:3]=1.[F:12][C:13]1[CH:14]=[C:15]([CH:17]=[CH:18][C:19]=1[I:20])[NH2:16].C(N(CC)CC)C, predict the reaction product. The product is: [Cl:1][C:2]1[N:7]=[C:6]([NH:16][C:15]2[CH:17]=[CH:18][C:19]([I:20])=[C:13]([F:12])[CH:14]=2)[C:5]([N+:9]([O-:11])=[O:10])=[CH:4][N:3]=1. (8) Given the reactants [NH2:1][N:2]1[CH2:6][C@@H:5]([CH2:7][O:8][CH2:9][C:10]2[CH:15]=[CH:14][CH:13]=[CH:12][CH:11]=2)[O:4][C:3]1=[O:16].[C:17](O[C:17]([O:19][C:20]([CH3:23])([CH3:22])[CH3:21])=[O:18])([O:19][C:20]([CH3:23])([CH3:22])[CH3:21])=[O:18], predict the reaction product. The product is: [CH2:9]([O:8][CH2:7][C@H:5]1[O:4][C:3](=[O:16])[N:2]([NH:1][C:17](=[O:18])[O:19][C:20]([CH3:23])([CH3:22])[CH3:21])[CH2:6]1)[C:10]1[CH:11]=[CH:12][CH:13]=[CH:14][CH:15]=1. (9) Given the reactants [CH3:1][S:2]([C:5]1[CH:14]=[C:9]([C:10]([O:12][CH3:13])=[O:11])[C:8]([OH:15])=[CH:7][CH:6]=1)(=[O:4])=[O:3].[F:16][C:17]([F:31])([C:27]([F:30])([F:29])[F:28])[CH2:18]OS(C(F)(F)F)(=O)=O.C(=O)([O-])[O-].[K+].[K+], predict the reaction product. The product is: [CH3:13][O:12][C:10](=[O:11])[C:9]1[CH:14]=[C:5]([S:2]([CH3:1])(=[O:3])=[O:4])[CH:6]=[CH:7][C:8]=1[O:15][CH2:18][C:17]([F:31])([F:16])[C:27]([F:30])([F:29])[F:28]. (10) The product is: [C:33]1([C:31]2[N:32]=[C:26]([CH:11]3[CH2:12][CH:13]([C:15]4[CH:20]=[CH:19][C:18]([O:21][C:22]([F:23])([F:25])[F:24])=[CH:17][CH:16]=4)[CH2:14][N:9]([C:7]([N:1]4[CH2:6][CH2:5][O:4][CH2:3][CH2:2]4)=[O:8])[CH2:10]3)[O:28][N:30]=2)[CH:38]=[CH:37][CH:36]=[CH:35][CH:34]=1. Given the reactants [N:1]1([C:7]([N:9]2[CH2:14][CH:13]([C:15]3[CH:20]=[CH:19][C:18]([O:21][C:22]([F:25])([F:24])[F:23])=[CH:17][CH:16]=3)[CH2:12][CH:11]([C:26]([OH:28])=O)[CH2:10]2)=[O:8])[CH2:6][CH2:5][O:4][CH2:3][CH2:2]1.O[N:30]=[C:31]([C:33]1[CH:38]=[CH:37][CH:36]=[CH:35][CH:34]=1)[NH2:32], predict the reaction product.